This data is from Experimentally validated miRNA-target interactions with 360,000+ pairs, plus equal number of negative samples. The task is: Binary Classification. Given a miRNA mature sequence and a target amino acid sequence, predict their likelihood of interaction. (1) The miRNA is mmu-miR-669f-3p with sequence CAUAUACAUACACACACACGUAU. The protein sequence of the target gene is MSYPGYPPTGYPPFPGYPPAGQESSFPPSGQYPYPSGFPPMGGGAYPQVPSSGYPGAGGYPAPGGYPAPGGYPGAPQPGGAPSYPGVPPGQGFGVPPGGAGFSGYPQPPSQSYGGGPAQVPLPGGFPGGQMPSQYPGGQPTYPSQINTDSFSSYPVFSPVSLDYSSEPATVTQVTQGTIRPAANFDAIRDAEILRKAMKGFGTDEQAIVDVVANRSNDQRQKIKAAFKTSYGKDLIKDLKSELSGNMEELILALFMPPTYYDAWSLRKAMQGAGTQERVLIEILCTRTNQEIREIVRCYQ.... Result: 0 (no interaction). (2) The miRNA is hsa-miR-6765-5p with sequence GUGAGGCGGGGCCAGGAGGGUGUGU. The protein sequence of the target gene is MANGGGGGGGSSGGGGGGGGSSLRMSSNIHANHLSLDASSSSSSSSSSSSSSSSSSSSSSVHEPKMDALIIPVTMEVPCDSRGQRMWWAFLASSMVTFFGGLFIILLWRTLKYLWTVCCHCGGKTKEAQKINNGSSQADGTLKPVDEKEEAVAAEVGWMTSVKDWAGVMISAQTLTGRVLVVLVFALSIGALVIYFIDSSNPIESCQNFYKDFTLQIDMAFNVFFLLYFGLRFIAANDKLWFWLEVNSVVDFFTVPPVFVSVYLNRSWLGLRFLRALRLIQFSEILQFLNILKTSNSIKL.... Result: 0 (no interaction).